From a dataset of Reaction yield outcomes from USPTO patents with 853,638 reactions. Predict the reaction yield, written as a fraction of the theoretical maximum amount of product (1.0 means a 100% yield; for example, 0.34 means a 34% yield). The reactants are [Br:1][C:2]1[CH:10]=[CH:9][C:5]([CH2:6][CH2:7]O)=[CH:4][CH:3]=1.C1(C)C=CC(S(Cl)(=O)=O)=CC=1.[CH2:22]([N:24](CC)[CH2:25][CH3:26])[CH3:23].Cl.N1CCCC1. The catalyst is ClCCl. The product is [Br:1][C:2]1[CH:10]=[CH:9][C:5]([CH2:6][CH2:7][N:24]2[CH2:25][CH2:26][CH2:23][CH2:22]2)=[CH:4][CH:3]=1. The yield is 0.800.